From a dataset of Reaction yield outcomes from USPTO patents with 853,638 reactions. Predict the reaction yield, written as a fraction of the theoretical maximum amount of product (1.0 means a 100% yield; for example, 0.34 means a 34% yield). The reactants are [Cl:1][C:2]1[CH:3]=[C:4](OS(C(F)(F)F)(=O)=O)[CH:5]=[C:6]([Cl:21])[C:7]=1[CH2:8][N:9]1[CH2:13][CH2:12][CH:11]([CH:14]2[CH2:19][CH2:18][CH2:17][CH2:16][CH2:15]2)[C:10]1=[O:20].[CH3:30][O:31][C:32]([C:34]1[CH:39]=[CH:38][C:37](B(O)O)=[CH:36][CH:35]=1)=[O:33].C(=O)([O-])[O-].[Na+].[Na+]. The catalyst is C1COCC1.O.C(OCC)(=O)C.C1C=CC([P]([Pd]([P](C2C=CC=CC=2)(C2C=CC=CC=2)C2C=CC=CC=2)([P](C2C=CC=CC=2)(C2C=CC=CC=2)C2C=CC=CC=2)[P](C2C=CC=CC=2)(C2C=CC=CC=2)C2C=CC=CC=2)(C2C=CC=CC=2)C2C=CC=CC=2)=CC=1. The product is [CH3:30][O:31][C:32]([C:34]1[CH:39]=[CH:38][C:37]([C:4]2[CH:3]=[C:2]([Cl:1])[C:7]([CH2:8][N:9]3[CH2:13][CH2:12][CH:11]([CH:14]4[CH2:19][CH2:18][CH2:17][CH2:16][CH2:15]4)[C:10]3=[O:20])=[C:6]([Cl:21])[CH:5]=2)=[CH:36][CH:35]=1)=[O:33]. The yield is 0.800.